Dataset: Full USPTO retrosynthesis dataset with 1.9M reactions from patents (1976-2016). Task: Predict the reactants needed to synthesize the given product. (1) Given the product [CH2:1]([O:8][C@H:9]1[C@H:14]([O:15][CH2:16][C:17]2[CH:22]=[CH:21][CH:20]=[CH:19][CH:18]=2)[C@@H:13]([O:23][CH2:24][C:25]2[CH:30]=[CH:29][CH:28]=[CH:27][CH:26]=2)[C@@:12]([C:33]2[CH:38]=[CH:37][C:36]([Cl:39])=[C:35]([CH2:40][C:41]3[CH:42]=[CH:43][C:44]([O:47][CH2:48][C:49]([F:51])([F:52])[F:50])=[CH:45][CH:46]=3)[CH:34]=2)([O:31][CH3:32])[O:11][C@@H:10]1[CH2:53][OH:54])[C:2]1[CH:3]=[CH:4][CH:5]=[CH:6][CH:7]=1, predict the reactants needed to synthesize it. The reactants are: [CH2:1]([O:8][C@H:9]1[C@H:14]([O:15][CH2:16][C:17]2[CH:22]=[CH:21][CH:20]=[CH:19][CH:18]=2)[C@@H:13]([O:23][CH2:24][C:25]2[CH:30]=[CH:29][CH:28]=[CH:27][CH:26]=2)[C@@:12]([C:33]2[CH:38]=[CH:37][C:36]([Cl:39])=[C:35]([CH2:40][C:41]3[CH:46]=[CH:45][C:44]([O:47][CH2:48][C:49]([F:52])([F:51])[F:50])=[CH:43][CH:42]=3)[CH:34]=2)([O:31][CH3:32])[O:11][C@@H:10]1[CH2:53][O:54][Si](C(C)(C)C)(C)C)[C:2]1[CH:7]=[CH:6][CH:5]=[CH:4][CH:3]=1.C(Cl)(=O)C. (2) Given the product [Mg:19].[CH:1]1[CH:6]=[N:5][CH:4]=[C:3]([CH2:7][C:8]([P:10]([OH:12])([OH:13])=[O:11])([P:14]([OH:17])([OH:16])=[O:15])[OH:9])[CH:2]=1, predict the reactants needed to synthesize it. The reactants are: [CH:1]1[CH:6]=[N:5][CH:4]=[C:3]([CH2:7][C:8]([P:14]([OH:17])([OH:16])=[O:15])([P:10]([OH:13])([OH:12])=[O:11])[OH:9])[CH:2]=1.[OH-].[Mg+2:19].[OH-]. (3) Given the product [NH2:20][C:21]1[C:26]([C:27]#[N:28])=[CH:25][N:24]=[C:23]([N:14]2[C@@H:13]([CH3:18])[CH2:12][N:11]([CH2:10][C:9]([NH:8][C:3]3[CH:4]=[CH:5][CH:6]=[CH:7][C:2]=3[Cl:1])=[O:19])[CH2:16][C@H:15]2[CH3:17])[N:22]=1, predict the reactants needed to synthesize it. The reactants are: [Cl:1][C:2]1[CH:7]=[CH:6][CH:5]=[CH:4][C:3]=1[NH:8][C:9](=[O:19])[CH2:10][N:11]1[CH2:16][C@H:15]([CH3:17])[NH:14][C@H:13]([CH3:18])[CH2:12]1.[NH2:20][C:21]1[C:26]([C:27]#[N:28])=[CH:25][N:24]=[C:23](Cl)[N:22]=1.C(N(CC)C(C)C)(C)C.C(OCC)(=O)C. (4) Given the product [C:50]([C:49]([NH:48][C:8](=[O:10])[C:7]1[CH:6]=[CH:5][C:4]([O:3][C:2]([F:1])([F:14])[F:13])=[CH:12][CH:11]=1)([CH3:68])[CH2:52][O:53][C:54]1[CH:55]=[CH:56][C:57]2[CH2:61][O:60][B:59]([OH:62])[C:58]=2[C:63]=1[O:64][CH:65]([CH3:66])[CH3:67])#[N:51], predict the reactants needed to synthesize it. The reactants are: [F:1][C:2]([F:14])([F:13])[O:3][C:4]1[CH:12]=[CH:11][C:7]([C:8]([OH:10])=O)=[CH:6][CH:5]=1.CCN(C(C)C)C(C)C.CN(C(ON1N=NC2C=CC=NC1=2)=[N+](C)C)C.F[P-](F)(F)(F)(F)F.[NH2:48][C:49]([CH3:68])([CH2:52][O:53][C:54]1[CH:55]=[CH:56][C:57]2[CH2:61][O:60][B:59]([OH:62])[C:58]=2[C:63]=1[O:64][CH:65]([CH3:67])[CH3:66])[C:50]#[N:51]. (5) Given the product [O:17]1[CH2:22][CH2:21][N:20]([C:2]2[N:7]([CH3:8])[C:6](=[O:9])[CH:5]=[C:4]([C:10]3[CH:15]=[CH:14][N:13]=[CH:12][N:11]=3)[N:3]=2)[C@@H:19]2[CH2:23][CH2:24][C:25]3[C:30]([C@@H:18]12)=[CH:29][CH:28]=[CH:27][CH:26]=3, predict the reactants needed to synthesize it. The reactants are: Cl[C:2]1[N:7]([CH3:8])[C:6](=[O:9])[CH:5]=[C:4]([C:10]2[CH:15]=[CH:14][N:13]=[CH:12][N:11]=2)[N:3]=1.Cl.[O:17]1[CH2:22][CH2:21][NH:20][C@@H:19]2[CH2:23][CH2:24][C:25]3[C:30]([C@@H:18]12)=[CH:29][CH:28]=[CH:27][CH:26]=3.C(N(CC)CC)C.